Dataset: Full USPTO retrosynthesis dataset with 1.9M reactions from patents (1976-2016). Task: Predict the reactants needed to synthesize the given product. (1) Given the product [CH3:1][O:2][C:3]1[CH:4]=[C:5]([CH:33]=[CH:34][C:35]=1[O:36][CH3:37])[CH2:6][CH:7]1[C:16]2[C:11](=[CH:12][C:13]([O:18][CH3:19])=[C:14]([O:17][C:39]3[N:44]=[C:43]([C:45]([F:48])([F:47])[F:46])[CH:42]=[CH:41][N:40]=3)[CH:15]=2)[CH2:10][CH2:9][N:8]1[CH2:20][C:21]([NH:23][CH:24]1[C:32]2[C:27](=[CH:28][CH:29]=[CH:30][CH:31]=2)[CH2:26][CH2:25]1)=[O:22], predict the reactants needed to synthesize it. The reactants are: [CH3:1][O:2][C:3]1[CH:4]=[C:5]([CH:33]=[CH:34][C:35]=1[O:36][CH3:37])[CH2:6][CH:7]1[C:16]2[C:11](=[CH:12][C:13]([O:18][CH3:19])=[C:14]([OH:17])[CH:15]=2)[CH2:10][CH2:9][N:8]1[CH2:20][C:21]([NH:23][CH:24]1[C:32]2[C:27](=[CH:28][CH:29]=[CH:30][CH:31]=2)[CH2:26][CH2:25]1)=[O:22].Cl[C:39]1[N:44]=[C:43]([C:45]([F:48])([F:47])[F:46])[CH:42]=[CH:41][N:40]=1. (2) Given the product [CH3:21][O:22][C:23]1[CH:35]=[CH:34][C:26]([CH2:27][N:28]2[C:3]3[N:2]=[CH:4][C:5]4[CH2:13][CH2:12][C:11]5[N:10]([C:14]6[CH:19]=[CH:18][CH:17]=[CH:16][CH:15]=6)[N:9]=[CH:8][C:7]=5[C:6]=4[C:31]=3[CH:30]=[N:29]2)=[CH:25][CH:24]=1, predict the reactants needed to synthesize it. The reactants are: C[N:2](/[CH:4]=[C:5]1\[C:6](=O)[C:7]2[CH:8]=[N:9][N:10]([C:14]3[CH:19]=[CH:18][CH:17]=[CH:16][CH:15]=3)[C:11]=2[CH2:12][CH2:13]\1)[CH3:3].[CH3:21][O:22][C:23]1[CH:35]=[CH:34][C:26]([CH2:27][N:28]2C(N)=[CH:31][CH:30]=[N:29]2)=[CH:25][CH:24]=1.FC(F)(F)C(O)=O. (3) Given the product [Cl:8][C:6]1[N:5]=[C:4]([NH2:9])[N:3]=[C:2]([NH:14][CH2:13][CH:12]=[CH2:16])[CH:7]=1, predict the reactants needed to synthesize it. The reactants are: Cl[C:2]1[CH:7]=[C:6]([Cl:8])[N:5]=[C:4]([NH2:9])[N:3]=1.Cl.F[CH:12](F)[CH2:13][NH2:14].[CH3:16]CN(C(C)C)C(C)C. (4) Given the product [O:24]1[CH2:25][CH2:26][N:21]([CH2:2][CH:3]2[CH2:7][CH2:6][CH:5]([CH2:8][CH2:9][C:10]3[CH:15]=[C:14]([F:16])[CH:13]=[CH:12][C:11]=3[O:17][CH3:18])[O:4]2)[CH2:22][CH2:23]1, predict the reactants needed to synthesize it. The reactants are: Br[CH2:2][C@H:3]1[CH2:7][CH2:6][C@H:5]([CH2:8][CH2:9][C:10]2[CH:15]=[C:14]([F:16])[CH:13]=[CH:12][C:11]=2[O:17][CH3:18])[O:4]1.[Na+].[I-].[NH:21]1[CH2:26][CH2:25][O:24][CH2:23][CH2:22]1.C([O-])(O)=O.[Na+].[Na].